This data is from Reaction yield outcomes from USPTO patents with 853,638 reactions. The task is: Predict the reaction yield, written as a fraction of the theoretical maximum amount of product (1.0 means a 100% yield; for example, 0.34 means a 34% yield). The reactants are C(OC(NCC(C)(C)C(O)=O)=O)(C)(C)C.[CH3:16][O:17][C:18]([C:20]12[CH2:29][CH:24]3[CH2:25][CH:26]([CH2:28][CH:22]([CH:23]3N)[CH2:21]1)[CH2:27]2)=[O:19].CCN=C=NCCCN(C)C.C1C=CC2N(O)N=NC=2C=1. The catalyst is C(Cl)Cl. The product is [CH3:16][O:17][C:18]([C:20]12[CH2:29][CH:24]3[CH2:25][CH:26]([CH2:28][CH:22]([CH2:23]3)[CH2:21]1)[CH2:27]2)=[O:19]. The yield is 0.950.